Dataset: Full USPTO retrosynthesis dataset with 1.9M reactions from patents (1976-2016). Task: Predict the reactants needed to synthesize the given product. Given the product [C:24]([N:17]1[C:18]2[C:23](=[CH:22][CH:21]=[CH:20][CH:19]=2)[C@H:14]([N:7]([C:8]2[CH:13]=[CH:12][CH:11]=[CH:10][CH:9]=2)[C:5](=[O:6])[CH2:4][C:3]([OH:33])=[O:2])[CH2:15][C@@H:16]1[CH3:32])(=[O:31])[C:25]1[CH:30]=[CH:29][CH:28]=[CH:27][CH:26]=1, predict the reactants needed to synthesize it. The reactants are: C[O:2][C:3](=[O:33])[CH2:4][C:5]([N:7]([C@H:14]1[C:23]2[C:18](=[CH:19][CH:20]=[CH:21][CH:22]=2)[N:17]([C:24](=[O:31])[C:25]2[CH:30]=[CH:29][CH:28]=[CH:27][CH:26]=2)[C@@H:16]([CH3:32])[CH2:15]1)[C:8]1[CH:13]=[CH:12][CH:11]=[CH:10][CH:9]=1)=[O:6].[OH-].[Li+].ClCCl.C(=O)(O)[O-].[Na+].